Dataset: Forward reaction prediction with 1.9M reactions from USPTO patents (1976-2016). Task: Predict the product of the given reaction. (1) Given the reactants [CH3:1][N:2]([CH2:4][C:5]1[C:13]2[O:12][N:11]=[C:10]([CH2:14][CH2:15][CH:16]3[CH2:21][CH2:20][NH:19][CH2:18][CH2:17]3)[C:9]=2[CH:8]=[CH:7][C:6]=1[O:22][CH2:23][CH:24]1[CH2:26][CH2:25]1)[CH3:3].[O:27]1[CH:31]=[CH:30][C:29]([CH:32]=O)=[CH:28]1, predict the reaction product. The product is: [CH3:1][N:2]([CH2:4][C:5]1[C:13]2[O:12][N:11]=[C:10]([CH2:14][CH2:15][CH:16]3[CH2:21][CH2:20][N:19]([CH2:32][C:29]4[CH:30]=[CH:31][O:27][CH:28]=4)[CH2:18][CH2:17]3)[C:9]=2[CH:8]=[CH:7][C:6]=1[O:22][CH2:23][CH:24]1[CH2:25][CH2:26]1)[CH3:3]. (2) Given the reactants [CH:1]([OH:4])([CH3:3])[CH3:2].[CH2:5]1[CH2:9][O:8][CH2:7][CH2:6]1.CN([CH:13]=[O:14])C.[CH3:15][C:16]([CH3:18])=[O:17], predict the reaction product. The product is: [CH:5]1[CH:6]=[CH:7][C:5]([C@H:9]2[O:8][C:7]3[CH:18]=[C:16]([OH:17])[CH:15]=[C:13]([OH:14])[C:3]=3[C:1](=[O:4])[CH2:2]2)=[CH:6][CH:9]=1.